From a dataset of Full USPTO retrosynthesis dataset with 1.9M reactions from patents (1976-2016). Predict the reactants needed to synthesize the given product. (1) Given the product [F:14][C:11]([F:12])([F:13])[O:10][C:9]1[CH:8]=[C:7]([CH:4]=[CH:3][C:2]=1[C:17]1[C:16]([CH3:15])=[CH:25][C:24]2[C:23]([CH3:27])([CH3:26])[CH2:22][CH2:21][C:20]([CH3:29])([CH3:28])[C:19]=2[CH:18]=1)[CH:33]=[O:35], predict the reactants needed to synthesize it. The reactants are: Br[C:2]1[CH:3]=[C:4]([CH:7]=[CH:8][C:9]=1[O:10][C:11]([F:14])([F:13])[F:12])C=O.[CH3:15][C:16]1[C:17](B(O)O)=[CH:18][C:19]2[C:20]([CH3:29])([CH3:28])[CH2:21][CH2:22][C:23]([CH3:27])([CH3:26])[C:24]=2[CH:25]=1.[CH2:33]([OH:35])C.C(=O)([O-])[O-].[K+].[K+]. (2) Given the product [CH3:22][C:3]1[C:2]([NH:29][C:24]2[CH:25]=[CH:26][CH:27]=[CH:28][N:23]=2)=[N:11][C:10]2[C:5](=[CH:6][CH:7]=[CH:8][C:9]=2[C:12]2[NH:20][C:19]3[CH2:18][CH2:17][NH:16][C:15](=[O:21])[C:14]=3[CH:13]=2)[N:4]=1, predict the reactants needed to synthesize it. The reactants are: F[C:2]1[C:3]([CH3:22])=[N:4][C:5]2[C:10]([N:11]=1)=[C:9]([C:12]1[NH:20][C:19]3[CH2:18][CH2:17][NH:16][C:15](=[O:21])[C:14]=3[CH:13]=1)[CH:8]=[CH:7][CH:6]=2.[N:23]1[CH:28]=[CH:27][CH:26]=[CH:25][C:24]=1[NH2:29].C[Si]([N-][Si](C)(C)C)(C)C.[K+].C1(C)C=CC=CC=1. (3) Given the product [Cl:1][C:2]1[CH:7]=[CH:6][C:5]([CH2:8][N:9]([N:10]2[CH:11]=[N:12][N:13]=[CH:14]2)[C:15]2[CH:16]=[CH:17][C:18]([C:21]#[N:22])=[CH:19][CH:20]=2)=[CH:4][C:3]=1[OH:23], predict the reactants needed to synthesize it. The reactants are: [Cl:1][C:2]1[CH:7]=[CH:6][C:5]([CH2:8][N:9]([C:15]2[CH:20]=[CH:19][C:18]([C:21]#[N:22])=[CH:17][CH:16]=2)[N:10]2[CH:14]=[N:13][N:12]=[CH:11]2)=[CH:4][C:3]=1[O:23]C(=O)C1C=CC=CC=1.C[O-].[Na+]. (4) Given the product [OH:48][CH2:47][CH2:46][CH2:45][S:44][C:21]1[C:18]2[C:19](=[O:20])[N:14]([CH3:13])[N:15]=[C:16]([CH2:31][CH:32]([CH3:34])[CH3:33])[C:17]=2[S:23][C:22]=1[CH2:24][C:25]1[CH:30]=[CH:29][CH:28]=[CH:27][CH:26]=1, predict the reactants needed to synthesize it. The reactants are: C([Li])CCC.C(NC(C)C)(C)C.[CH3:13][N:14]1[C:19](=[O:20])[C:18]2[CH:21]=[C:22]([CH2:24][C:25]3[CH:30]=[CH:29][CH:28]=[CH:27][CH:26]=3)[S:23][C:17]=2[C:16]([CH2:31][CH:32]([CH3:34])[CH3:33])=[N:15]1.CC1C=CC(S(=O)([S:44][CH2:45][CH2:46][CH2:47][O:48][Si](C(C)(C)C)(C)C)=O)=CC=1.